Dataset: Reaction yield outcomes from USPTO patents with 853,638 reactions. Task: Predict the reaction yield, written as a fraction of the theoretical maximum amount of product (1.0 means a 100% yield; for example, 0.34 means a 34% yield). (1) The reactants are [NH2:1][C:2]1[C:11]2[C:6](=[CH:7][CH:8]=[CH:9][C:10]=2[O:12][C:13]2[CH:18]=[CH:17][C:16]([O:19][CH3:20])=[CH:15][CH:14]=2)[N:5]=[CH:4][N:3]=1.[Br:21][C:22]1[CH:23]=[C:24]([N:28]=[C:29]=[O:30])[CH:25]=[CH:26][CH:27]=1. The catalyst is ClCCl. The product is [CH3:20][O:19][C:16]1[CH:17]=[CH:18][C:13]([O:12][C:10]2[CH:9]=[CH:8][CH:7]=[C:6]3[C:11]=2[C:2]([NH:1][C:29]([NH:28][C:24]2[CH:25]=[CH:26][CH:27]=[C:22]([Br:21])[CH:23]=2)=[O:30])=[N:3][CH:4]=[N:5]3)=[CH:14][CH:15]=1. The yield is 0.833. (2) The reactants are [CH3:1][O:2][C:3](=[O:19])[C:4]1[C:9]([NH:10][C:11]2[CH:16]=[CH:15][CH:14]=[CH:13][C:12]=2[F:17])=[CH:8][N:7]=[CH:6][C:5]=1Br.[Cl:20][C:21]1[CH:26]=[CH:25][CH:24]=[CH:23][C:22]=1B(O)O.C([O-])([O-])=O.[K+].[K+]. The catalyst is O1CCOCC1.O.CCOC(C)=O.CC([O-])=O.CC([O-])=O.[Pd+2].COC1C=CC=C(OC)C=1C1C=CC=CC=1P(C1CCCCC1)C1CCCCC1. The product is [CH3:1][O:2][C:3](=[O:19])[C:4]1[C:9]([NH:10][C:11]2[CH:16]=[CH:15][CH:14]=[CH:13][C:12]=2[F:17])=[CH:8][N:7]=[CH:6][C:5]=1[C:22]1[CH:23]=[CH:24][CH:25]=[CH:26][C:21]=1[Cl:20]. The yield is 0.800. (3) The reactants are [Br:1][C:2]1[CH:7]=[C:6]([N+:8]([O-])=O)[CH:5]=[CH:4][C:3]=1[C:11]([CH3:16])([CH2:14][OH:15])[CH2:12]O.C(C=P(CCCC)(CCCC)CCCC)#N.O.O.[Sn](Cl)Cl. The catalyst is C1C=CC=CC=1. The product is [Br:1][C:2]1[CH:7]=[C:6]([CH:5]=[CH:4][C:3]=1[C:11]1([CH3:16])[CH2:14][O:15][CH2:12]1)[NH2:8]. The yield is 0.320. (4) The reactants are [C:1]([O:4][CH2:5][C:6]1[C:24]([F:25])=[C:23]([NH2:26])[C:9]2[C:10](=[O:22])[CH:11]=[C:12]([C:14]3[CH:19]=[CH:18][C:17]([NH2:20])=[C:16]([F:21])[CH:15]=3)[O:13][C:8]=2[C:7]=1[F:27])(=[O:3])[CH3:2].[Br:28][CH2:29][CH2:30][C:31](O)=[O:32].Cl.CN(C)CCCN=C=NCC.O. The catalyst is CN(C)C=O. The product is [C:1]([O:4][CH2:5][C:6]1[C:24]([F:25])=[C:23]([NH2:26])[C:9]2[C:10](=[O:22])[CH:11]=[C:12]([C:14]3[CH:19]=[CH:18][C:17]([NH:20][C:31](=[O:32])[CH2:30][CH2:29][Br:28])=[C:16]([F:21])[CH:15]=3)[O:13][C:8]=2[C:7]=1[F:27])(=[O:3])[CH3:2]. The yield is 0.270. (5) The catalyst is C(Cl)Cl. The reactants are [CH:1]1([S:4]([NH:7][C:8]([C@@:10]2([NH:15][C:16]([C@@H:18]3[CH2:22][C@@H:21]([O:23][C:24]4[C:33]5[C:28](=[CH:29][CH:30]=[CH:31][CH:32]=5)[C:27]([O:34][CH3:35])=[CH:26][N:25]=4)[CH2:20][N:19]3C(OC(C)(C)C)=O)=[O:17])[CH2:12][C@H:11]2[CH:13]=[CH2:14])=[O:9])(=[O:6])=[O:5])[CH2:3][CH2:2]1.FC(F)(F)C(O)=O. The yield is 0.972. The product is [CH:1]1([S:4]([NH:7][C:8]([C@@:10]2([NH:15][C:16]([C@@H:18]3[CH2:22][C@@H:21]([O:23][C:24]4[C:33]5[C:28](=[CH:29][CH:30]=[CH:31][CH:32]=5)[C:27]([O:34][CH3:35])=[CH:26][N:25]=4)[CH2:20][NH:19]3)=[O:17])[CH2:12][C@H:11]2[CH:13]=[CH2:14])=[O:9])(=[O:6])=[O:5])[CH2:2][CH2:3]1. (6) The reactants are [NH2:1][C:2]1[C:3]([C:9]([O:11]C)=[O:10])=[N:4][C:5](Br)=[CH:6][N:7]=1.[CH3:13][N:14]([CH3:26])[C:15]([C:17]1[CH:22]=[CH:21][C:20](B(O)O)=[CH:19][CH:18]=1)=[O:16].C([O-])([O-])=O.[Na+].[Na+]. The catalyst is C(#N)C.O.C1C=CC([P]([Pd]([P](C2C=CC=CC=2)(C2C=CC=CC=2)C2C=CC=CC=2)([P](C2C=CC=CC=2)(C2C=CC=CC=2)C2C=CC=CC=2)[P](C2C=CC=CC=2)(C2C=CC=CC=2)C2C=CC=CC=2)(C2C=CC=CC=2)C2C=CC=CC=2)=CC=1. The product is [NH2:1][C:2]1[C:3]([C:9]([OH:11])=[O:10])=[N:4][C:5]([C:20]2[CH:21]=[CH:22][C:17]([C:15](=[O:16])[N:14]([CH3:13])[CH3:26])=[CH:18][CH:19]=2)=[CH:6][N:7]=1. The yield is 0.650. (7) The product is [ClH:42].[C:7]([N:10]1[CH2:11][CH2:12][N:13]([CH2:16][C:17]2[CH:22]=[CH:21][C:20]([C:23]3[CH:28]=[CH:27][C:26]([CH2:29][CH2:30][C:31]([NH:5][C:4]([NH2:6])=[NH:3])=[O:32])=[CH:25][C:24]=3[O:36][CH2:37][CH2:38][CH2:39][O:40][CH3:41])=[CH:19][CH:18]=2)[CH2:14][CH2:15]1)(=[O:9])[CH3:8]. The reactants are [Na].Cl.[NH2:3][C:4]([NH2:6])=[NH:5].[C:7]([N:10]1[CH2:15][CH2:14][N:13]([CH2:16][C:17]2[CH:22]=[CH:21][C:20]([C:23]3[CH:28]=[CH:27][C:26]([CH2:29][CH2:30][C:31](OCC)=[O:32])=[CH:25][C:24]=3[O:36][CH2:37][CH2:38][CH2:39][O:40][CH3:41])=[CH:19][CH:18]=2)[CH2:12][CH2:11]1)(=[O:9])[CH3:8].[Cl:42]CCl.[Cl-].[Na+].O. The catalyst is C(O)C.CN(C=O)C. The yield is 0.320.